This data is from Forward reaction prediction with 1.9M reactions from USPTO patents (1976-2016). The task is: Predict the product of the given reaction. (1) Given the reactants [Cl:1][C:2]1[C:3]([F:44])=[C:4]([C@@H:8]2[C@:12]([C:15]3[CH:20]=[CH:19][C:18]([Cl:21])=[CH:17][C:16]=3[F:22])([C:13]#[N:14])[C@H:11]([CH2:23][C:24]([CH3:27])([CH3:26])[CH3:25])[NH:10][C@H:9]2[C:28]([NH:30][C:31]2[CH:43]=[CH:42][C:34]3[NH:35][C:36]([C:38]([O:40]C)=[O:39])=[N:37][C:33]=3[CH:32]=2)=[O:29])[CH:5]=[CH:6][CH:7]=1.O.[OH-].[Li+].Cl, predict the reaction product. The product is: [Cl:1][C:2]1[C:3]([F:44])=[C:4]([C@@H:8]2[C@:12]([C:15]3[CH:20]=[CH:19][C:18]([Cl:21])=[CH:17][C:16]=3[F:22])([C:13]#[N:14])[C@H:11]([CH2:23][C:24]([CH3:27])([CH3:25])[CH3:26])[NH:10][C@H:9]2[C:28]([NH:30][C:31]2[CH:43]=[CH:42][C:34]3[NH:35][C:36]([C:38]([OH:40])=[O:39])=[N:37][C:33]=3[CH:32]=2)=[O:29])[CH:5]=[CH:6][CH:7]=1. (2) The product is: [CH3:19][O:20][C:14]1[CH:9]=[C:10]([OH:18])[CH:11]=[CH:12][C:13]=1[OH:17]. Given the reactants C1C=CC2C(=O)[C:14]3[C:9](=[C:10]([OH:18])[CH:11]=[CH:12][C:13]=3[OH:17])C(=O)C=2C=1.[C:19]([O-])([O-])=[O:20].[K+].[K+], predict the reaction product. (3) Given the reactants [NH2:1][C:2]1[CH:10]=[CH:9][C:5]([C:6]([OH:8])=[O:7])=[CH:4][C:3]=1[C:11]([F:14])([F:13])[F:12].F[C:16](F)(F)C(OC(=O)C(F)(F)F)=O, predict the reaction product. The product is: [CH3:16][NH:1][C:2]1[CH:10]=[CH:9][C:5]([C:6]([OH:8])=[O:7])=[CH:4][C:3]=1[C:11]([F:12])([F:13])[F:14]. (4) Given the reactants [CH3:1][O:2][C:3]1[CH:8]=[CH:7][CH:6]=[CH:5][C:4]=1[C:9]1[C:17]2[C:12](=[N:13][CH:14]=[C:15]([C:18]3[CH:19]=[C:20]([CH:24]=[CH:25][CH:26]=3)[C:21](O)=[O:22])[N:16]=2)[NH:11][CH:10]=1.CCN=C=NCCCN(C)C.CN(C(ON1N=NC2C=CC=CC1=2)=[N+](C)C)C.F[P-](F)(F)(F)(F)F.C(N(C(C)C)CC)(C)C.[CH3:71][N:72]([CH3:81])[CH2:73][CH2:74][N:75]1[CH2:80][CH2:79][NH:78][CH2:77][CH2:76]1, predict the reaction product. The product is: [CH3:71][N:72]([CH3:81])[CH2:73][CH2:74][N:75]1[CH2:80][CH2:79][N:78]([C:21]([C:20]2[CH:24]=[CH:25][CH:26]=[C:18]([C:15]3[N:16]=[C:17]4[C:9]([C:4]5[CH:5]=[CH:6][CH:7]=[CH:8][C:3]=5[O:2][CH3:1])=[CH:10][NH:11][C:12]4=[N:13][CH:14]=3)[CH:19]=2)=[O:22])[CH2:77][CH2:76]1. (5) The product is: [NH:12]1[C:13]2[C:9](=[CH:8][C:7]([O:6][C:5]3[CH:16]=[CH:17][CH:18]=[CH:19][C:4]=3[NH2:1])=[CH:15][CH:14]=2)[CH:10]=[N:11]1. Given the reactants [N+:1]([C:4]1[CH:19]=[CH:18][CH:17]=[CH:16][C:5]=1[O:6][C:7]1[CH:8]=[C:9]2[C:13](=[CH:14][CH:15]=1)[NH:12][N:11]=[CH:10]2)([O-])=O, predict the reaction product. (6) Given the reactants [C:1]1(=[O:7])[O:6][C:4](=[O:5])[CH2:3][CH2:2]1.[CH3:8][O:9][C:10]1[CH:11]=[C:12]([C@H:20]2[C@H:29]3[C:30]([O:32][CH2:33][C@@H:28]3[C@@H:27]([OH:34])[C:26]3[CH:25]=[C:24]4[O:35][CH2:36][O:37][C:23]4=[CH:22][C:21]2=3)=[O:31])[CH:13]=[C:14]([O:18][CH3:19])[C:15]=1[O:16][CH3:17], predict the reaction product. The product is: [CH3:19][O:18][C:14]1[CH:13]=[C:12]([C@H:20]2[C@H:29]3[C:30]([O:32][CH2:33][C@@H:28]3[C@@H:27]([O:34][C:1]([CH2:2][CH2:3][C:4]([OH:6])=[O:5])=[O:7])[C:26]3[CH:25]=[C:24]4[O:35][CH2:36][O:37][C:23]4=[CH:22][C:21]2=3)=[O:31])[CH:11]=[C:10]([O:9][CH3:8])[C:15]=1[O:16][CH3:17]. (7) Given the reactants O[CH2:2][C@H:3]1[CH2:8][C@H:7]2[C@H:5]([CH2:6]2)[N:4]1[C:9]([O:11][C:12]([CH3:15])([CH3:14])[CH3:13])=[O:10].C([N:18]([CH2:21][CH3:22])CC)C.N1[CH:28]=[CH:27][CH:26]=[CH:25][CH:24]=1.S(=O)(=O)=O.Cl, predict the reaction product. The product is: [CH2:21]([NH:18][CH2:2][C@H:3]1[CH2:8][C@H:7]2[C@H:5]([CH2:6]2)[N:4]1[C:9]([O:11][C:12]([CH3:15])([CH3:14])[CH3:13])=[O:10])[C:22]1[CH:28]=[CH:27][CH:26]=[CH:25][CH:24]=1. (8) Given the reactants [N:1]1[CH:6]=[CH:5][C:4](C(Cl)=O)=[CH:3][CH:2]=1.N1C=CC([C:16](O)=[O:17])=CC=1.C(Cl)(=O)C(Cl)=O.[NH2:25][C:26]1[CH:27]=[C:28]([NH:33][C:34](=[O:43])[C:35]2[CH:40]=[CH:39][C:38]([C:41]#[N:42])=[CH:37][CH:36]=2)[CH:29]=[CH:30][C:31]=1[Cl:32], predict the reaction product. The product is: [Cl:32][C:31]1[CH:30]=[CH:29][C:28]([NH:33][C:34](=[O:43])[C:35]2[CH:40]=[CH:39][C:38]([C:41]#[N:42])=[CH:37][CH:36]=2)=[CH:27][C:26]=1[NH:25][C:16]([C:5]1[CH:6]=[N:1][CH:2]=[CH:3][CH:4]=1)=[O:17].